From a dataset of Peptide-MHC class II binding affinity with 134,281 pairs from IEDB. Regression. Given a peptide amino acid sequence and an MHC pseudo amino acid sequence, predict their binding affinity value. This is MHC class II binding data. (1) The peptide sequence is KVRSHAAIGAYLEEQ. The MHC is HLA-DQA10102-DQB10501 with pseudo-sequence HLA-DQA10102-DQB10501. The binding affinity (normalized) is 0.669. (2) The peptide sequence is PDKPSLDISLETVAID. The MHC is HLA-DQA10501-DQB10303 with pseudo-sequence HLA-DQA10501-DQB10303. The binding affinity (normalized) is 0.436.